Dataset: Forward reaction prediction with 1.9M reactions from USPTO patents (1976-2016). Task: Predict the product of the given reaction. Given the reactants [F:1][C:2]1[CH:7]=[CH:6][C:5]([C:8]([C:16]2[CH:21]=[C:20]([O:22][C:23]([F:28])([F:27])[CH:24]([F:26])[F:25])[CH:19]=[C:18]([F:29])[CH:17]=2)=[N:9][S@@:10]([C:12]([CH3:15])([CH3:14])[CH3:13])=[O:11])=[CH:4][C:3]=1[O:30][CH3:31].B(F)(F)F.CCOCC.[CH2:41]([Mg]Cl)[C:42]1[CH:47]=[CH:46][CH:45]=[CH:44][CH:43]=1, predict the reaction product. The product is: [F:1][C:2]1[CH:7]=[CH:6][C:5]([C:8]([NH:9][S@@:10]([C:12]([CH3:13])([CH3:14])[CH3:15])=[O:11])([C:16]2[CH:21]=[C:20]([O:22][C:23]([F:28])([F:27])[CH:24]([F:26])[F:25])[CH:19]=[C:18]([F:29])[CH:17]=2)[CH2:41][C:42]2[CH:47]=[CH:46][CH:45]=[CH:44][CH:43]=2)=[CH:4][C:3]=1[O:30][CH3:31].